Dataset: Full USPTO retrosynthesis dataset with 1.9M reactions from patents (1976-2016). Task: Predict the reactants needed to synthesize the given product. (1) Given the product [CH2:1]([O:3][C:4](=[O:23])[CH2:5][C:6]1[CH:7]=[C:8]([C:14]2[CH:19]=[CH:18][C:17]([C:28]3[CH:27]=[N:26][N:25]([CH3:24])[CH:29]=3)=[CH:16][C:15]=2[CH:21]=[O:22])[C:9]([O:12][CH3:13])=[CH:10][CH:11]=1)[CH3:2], predict the reactants needed to synthesize it. The reactants are: [CH2:1]([O:3][C:4](=[O:23])[CH2:5][C:6]1[CH:7]=[C:8]([C:14]2[CH:19]=[CH:18][C:17](Br)=[CH:16][C:15]=2[CH:21]=[O:22])[C:9]([O:12][CH3:13])=[CH:10][CH:11]=1)[CH3:2].[CH3:24][N:25]1[CH:29]=[C:28](B2OC(C)(C)C(C)(C)O2)[CH:27]=[N:26]1. (2) Given the product [OH:97][CH2:96][CH2:95][N:89]1[CH2:94][CH2:93][N:92]([C:2]2[CH:3]=[C:4]([N:8]([CH3:51])[C:9]([N:11]3[C:15]4[N:16]=[C:17]([N:45]5[CH2:50][CH2:49][O:48][CH2:47][CH2:46]5)[N:18]=[C:19]([C:20]5[CH:21]=[N:22][C:23]([N:26]([CH2:36][C:37]6[CH:42]=[CH:41][C:40]([O:43][CH3:44])=[CH:39][CH:38]=6)[CH2:27][C:28]6[CH:33]=[CH:32][C:31]([O:34][CH3:35])=[CH:30][CH:29]=6)=[N:24][CH:25]=5)[C:14]=4[CH2:13][CH2:12]3)=[O:10])[CH:5]=[CH:6][CH:7]=2)[CH2:91][CH2:90]1, predict the reactants needed to synthesize it. The reactants are: Br[C:2]1[CH:3]=[C:4]([N:8]([CH3:51])[C:9]([N:11]2[C:15]3[N:16]=[C:17]([N:45]4[CH2:50][CH2:49][O:48][CH2:47][CH2:46]4)[N:18]=[C:19]([C:20]4[CH:21]=[N:22][C:23]([N:26]([CH2:36][C:37]5[CH:42]=[CH:41][C:40]([O:43][CH3:44])=[CH:39][CH:38]=5)[CH2:27][C:28]5[CH:33]=[CH:32][C:31]([O:34][CH3:35])=[CH:30][CH:29]=5)=[N:24][CH:25]=4)[C:14]=3[CH2:13][CH2:12]2)=[O:10])[CH:5]=[CH:6][CH:7]=1.COC1C=CC=C(OC)C=1C1C=CC=CC=1P(C1CCCCC1)C1CCCCC1.P([O-])([O-])([O-])=O.[K+].[K+].[K+].[N:89]1([CH2:95][CH2:96][OH:97])[CH2:94][CH2:93][NH:92][CH2:91][CH2:90]1.